Predict the reaction yield, written as a fraction of the theoretical maximum amount of product (1.0 means a 100% yield; for example, 0.34 means a 34% yield). From a dataset of Reaction yield outcomes from USPTO patents with 853,638 reactions. The reactants are [CH2:1]([NH:5][C:6]([C:8]1[CH:9]=[CH:10][CH:11]=[C:12]2[S:18][C:17]3[CH:19]=[CH:20][CH:21]=[CH:22][C:16]=3[N:15]=[C:14](Cl)[C:13]=12)=[O:7])[CH2:2][CH2:3][CH3:4].[Br-].[Cl:25][C:26]1[CH:27]=[CH:28][C:29]([Zn+])=[N:30][CH:31]=1.[NH4+].[Cl-]. The catalyst is Cl[Pd](Cl)([P](C1C=CC=CC=1)(C1C=CC=CC=1)C1C=CC=CC=1)[P](C1C=CC=CC=1)(C1C=CC=CC=1)C1C=CC=CC=1.C1COCC1. The product is [CH2:1]([NH:5][C:6]([C:8]1[CH:9]=[CH:10][CH:11]=[C:12]2[S:18][C:17]3[CH:19]=[CH:20][CH:21]=[CH:22][C:16]=3[N:15]=[C:14]([C:29]3[CH:28]=[CH:27][C:26]([Cl:25])=[CH:31][N:30]=3)[C:13]=12)=[O:7])[CH2:2][CH2:3][CH3:4]. The yield is 0.330.